Regression. Given two drug SMILES strings and cell line genomic features, predict the synergy score measuring deviation from expected non-interaction effect. From a dataset of NCI-60 drug combinations with 297,098 pairs across 59 cell lines. (1) Synergy scores: CSS=20.8, Synergy_ZIP=-2.87, Synergy_Bliss=-1.50, Synergy_Loewe=-40.8, Synergy_HSA=-2.61. Drug 1: CC1=CC2C(CCC3(C2CCC3(C(=O)C)OC(=O)C)C)C4(C1=CC(=O)CC4)C. Cell line: COLO 205. Drug 2: CCC1(C2=C(COC1=O)C(=O)N3CC4=CC5=C(C=CC(=C5CN(C)C)O)N=C4C3=C2)O.Cl. (2) Drug 1: CC1C(C(CC(O1)OC2CC(CC3=C2C(=C4C(=C3O)C(=O)C5=C(C4=O)C(=CC=C5)OC)O)(C(=O)C)O)N)O.Cl. Drug 2: C1=NC2=C(N1)C(=S)N=CN2. Cell line: HCT116. Synergy scores: CSS=51.1, Synergy_ZIP=-6.56, Synergy_Bliss=-5.13, Synergy_Loewe=-3.68, Synergy_HSA=-1.09. (3) Drug 1: CC1C(C(CC(O1)OC2CC(CC3=C2C(=C4C(=C3O)C(=O)C5=C(C4=O)C(=CC=C5)OC)O)(C(=O)C)O)N)O.Cl. Drug 2: CC1=CC=C(C=C1)C2=CC(=NN2C3=CC=C(C=C3)S(=O)(=O)N)C(F)(F)F. Cell line: U251. Synergy scores: CSS=53.1, Synergy_ZIP=4.02, Synergy_Bliss=3.40, Synergy_Loewe=3.29, Synergy_HSA=4.57. (4) Drug 1: C1C(C(OC1N2C=NC3=C(N=C(N=C32)Cl)N)CO)O. Drug 2: CCC1(C2=C(COC1=O)C(=O)N3CC4=CC5=C(C=CC(=C5CN(C)C)O)N=C4C3=C2)O.Cl. Cell line: UACC62. Synergy scores: CSS=66.6, Synergy_ZIP=-2.00, Synergy_Bliss=-3.51, Synergy_Loewe=-2.79, Synergy_HSA=-0.0325.